From a dataset of Acute oral toxicity (LD50) regression data from Zhu et al.. Regression/Classification. Given a drug SMILES string, predict its toxicity properties. Task type varies by dataset: regression for continuous values (e.g., LD50, hERG inhibition percentage) or binary classification for toxic/non-toxic outcomes (e.g., AMES mutagenicity, cardiotoxicity, hepatotoxicity). Dataset: ld50_zhu. (1) The molecule is COc1ccc2c(c1)OC(C)(C)C(c1ccccc1)C2c1ccc(OCCN2CCCC2)cc1. The rat oral LD50 is 2.36, given as -log10 of the dose in mol/kg body weight (higher means more acutely toxic). (2) The drug is CCCOP(=S)(OCCC)SCC(=O)N1CCCCC1C. The rat oral LD50 is 3.04, given as -log10 of the dose in mol/kg body weight (higher means more acutely toxic). (3) The compound is CNC(=O)Oc1ccccc1C1OCCO1. The rat oral LD50 is 3.95, given as -log10 of the dose in mol/kg body weight (higher means more acutely toxic). (4) The compound is OCCN1CCN(CCCN2c3ccccc3Sc3ccc(Cl)cc32)CC1. The rat oral LD50 is 3.10, given as -log10 of the dose in mol/kg body weight (higher means more acutely toxic).